This data is from Forward reaction prediction with 1.9M reactions from USPTO patents (1976-2016). The task is: Predict the product of the given reaction. (1) Given the reactants IC.[NH:3]1[C:11]2[C:6](=[CH:7][CH:8]=[C:9]([C:12]([OH:14])=[O:13])[CH:10]=2)[CH:5]=[CH:4]1.[C:15](=O)([O-])[O-].[K+].[K+], predict the reaction product. The product is: [CH3:15][O:13][C:12]([C:9]1[CH:10]=[C:11]2[C:6]([CH:5]=[CH:4][NH:3]2)=[CH:7][CH:8]=1)=[O:14]. (2) Given the reactants [CH3:1][C:2]1[C:6]([C:7]2[C:8]([O:31][CH3:32])=[CH:9][C:10]3[C:11]4[N:21]([C@@H:22]([C:24]5[CH:29]=[CH:28][CH:27]=[CH:26][CH:25]=5)[CH3:23])[C:20](=[O:30])[O:19][C:12]=4[C:13]([CH2:17][OH:18])=[N:14][C:15]=3[CH:16]=2)=[C:5]([CH3:33])[O:4][N:3]=1.[CH3:34]S(Cl)(=O)=O, predict the reaction product. The product is: [CH3:1][C:2]1[C:6]([C:7]2[C:8]([O:31][CH3:32])=[CH:9][C:10]3[C:11]4[N:21]([C@@H:22]([C:24]5[CH:29]=[CH:28][CH:27]=[CH:26][CH:25]=5)[CH3:23])[C:20](=[O:30])[O:19][C:12]=4[C:13]([CH2:17][O:18][CH3:34])=[N:14][C:15]=3[CH:16]=2)=[C:5]([CH3:33])[O:4][N:3]=1. (3) Given the reactants C(O)=O.[Cl:4][C:5]1[CH:10]=[CH:9][CH:8]=[C:7]([Cl:11])[C:6]=1[C:12]1[C:16]([CH2:17][O:18][CH:19]2[CH2:24][CH2:23][N:22]([C:25]3[CH:33]=[C:32]4[C:28]([C:29]([C:35]([O:37]C(C)(C)C)=[O:36])=[CH:30][N:31]4[CH3:34])=[CH:27][CH:26]=3)[CH2:21][CH2:20]2)=[C:15]([CH:42]2[CH2:44][CH2:43]2)[O:14][N:13]=1, predict the reaction product. The product is: [CH:42]1([C:15]2[O:14][N:13]=[C:12]([C:6]3[C:5]([Cl:4])=[CH:10][CH:9]=[CH:8][C:7]=3[Cl:11])[C:16]=2[CH2:17][O:18][CH:19]2[CH2:24][CH2:23][N:22]([C:25]3[CH:33]=[C:32]4[C:28]([C:29]([C:35]([OH:37])=[O:36])=[CH:30][N:31]4[CH3:34])=[CH:27][CH:26]=3)[CH2:21][CH2:20]2)[CH2:43][CH2:44]1. (4) Given the reactants Br[C:2]1[CH:7]=[CH:6][C:5]([CH3:8])=[CH:4][N:3]=1.[C:9]1(B(O)O)[CH:14]=[CH:13][CH:12]=[CH:11][CH:10]=1.[O-]P([O-])([O-])=O.[K+].[K+].[K+].C1(C)C=CC=CC=1, predict the reaction product. The product is: [C:9]1([C:2]2[CH:7]=[CH:6][C:5]([CH3:8])=[CH:4][N:3]=2)[CH:14]=[CH:13][CH:12]=[CH:11][CH:10]=1. (5) Given the reactants C([N:8]1[C:16]2[C:11](=[CH:12][CH:13]=[CH:14][CH:15]=2)[CH:10]=[CH:9]1)(OC(C)(C)C)=O.C(C1C=CC=CC=1B(O)O)=O.[BH4-].[Na+].N1CCCC1, predict the reaction product. The product is: [NH:8]1[C:16]2[C:11](=[CH:12][CH:13]=[CH:14][CH:15]=2)[CH:10]=[CH:9]1. (6) The product is: [Cl:14][C:15]1[C:20]([Cl:21])=[CH:19][CH:18]=[CH:17][C:16]=1[N:22]1[CH2:27][CH2:26][N:25]([C:7]([CH:6]2[O:1][C:2]3[CH:13]=[CH:12][CH:11]=[CH:10][C:3]=3[O:4][CH2:5]2)=[O:8])[CH2:24][CH2:23]1. Given the reactants [O:1]1[CH:6]([C:7](Cl)=[O:8])[CH2:5][O:4][C:3]2[CH:10]=[CH:11][CH:12]=[CH:13][C:2]1=2.[Cl:14][C:15]1[C:20]([Cl:21])=[CH:19][CH:18]=[CH:17][C:16]=1[N:22]1[CH2:27][CH2:26][NH:25][CH2:24][CH2:23]1.C(N(CC)CC)C.O, predict the reaction product.